Dataset: NCI-60 drug combinations with 297,098 pairs across 59 cell lines. Task: Regression. Given two drug SMILES strings and cell line genomic features, predict the synergy score measuring deviation from expected non-interaction effect. (1) Cell line: IGROV1. Drug 1: C1=C(C(=O)NC(=O)N1)F. Drug 2: CN(CCCl)CCCl.Cl. Synergy scores: CSS=38.7, Synergy_ZIP=3.94, Synergy_Bliss=6.64, Synergy_Loewe=6.64, Synergy_HSA=9.07. (2) Drug 1: C1CCC(C1)C(CC#N)N2C=C(C=N2)C3=C4C=CNC4=NC=N3. Drug 2: CC12CCC3C(C1CCC2OP(=O)(O)O)CCC4=C3C=CC(=C4)OC(=O)N(CCCl)CCCl.[Na+]. Cell line: K-562. Synergy scores: CSS=-2.97, Synergy_ZIP=-3.52, Synergy_Bliss=-7.78, Synergy_Loewe=-15.1, Synergy_HSA=-10.9. (3) Drug 2: CC1CCCC2(C(O2)CC(NC(=O)CC(C(C(=O)C(C1O)C)(C)C)O)C(=CC3=CSC(=N3)C)C)C. Cell line: UO-31. Drug 1: C1=CN(C=N1)CC(O)(P(=O)(O)O)P(=O)(O)O. Synergy scores: CSS=17.5, Synergy_ZIP=-7.00, Synergy_Bliss=1.95, Synergy_Loewe=-16.8, Synergy_HSA=1.58. (4) Drug 1: C1=CN(C=N1)CC(O)(P(=O)(O)O)P(=O)(O)O. Drug 2: CN1C2=C(C=C(C=C2)N(CCCl)CCCl)N=C1CCCC(=O)O.Cl. Cell line: HT29. Synergy scores: CSS=1.98, Synergy_ZIP=4.14, Synergy_Bliss=10.2, Synergy_Loewe=-20.2, Synergy_HSA=1.40. (5) Drug 1: COC1=C(C=C2C(=C1)N=CN=C2NC3=CC(=C(C=C3)F)Cl)OCCCN4CCOCC4. Drug 2: C1=NNC2=C1C(=O)NC=N2. Cell line: OVCAR-4. Synergy scores: CSS=26.7, Synergy_ZIP=-1.75, Synergy_Bliss=2.74, Synergy_Loewe=2.63, Synergy_HSA=5.51. (6) Drug 1: COC1=C(C=C2C(=C1)N=CN=C2NC3=CC(=C(C=C3)F)Cl)OCCCN4CCOCC4. Drug 2: CC1C(C(=O)NC(C(=O)N2CCCC2C(=O)N(CC(=O)N(C(C(=O)O1)C(C)C)C)C)C(C)C)NC(=O)C3=C4C(=C(C=C3)C)OC5=C(C(=O)C(=C(C5=N4)C(=O)NC6C(OC(=O)C(N(C(=O)CN(C(=O)C7CCCN7C(=O)C(NC6=O)C(C)C)C)C)C(C)C)C)N)C. Cell line: EKVX. Synergy scores: CSS=27.0, Synergy_ZIP=-6.04, Synergy_Bliss=1.08, Synergy_Loewe=0.628, Synergy_HSA=0.653.